From a dataset of Full USPTO retrosynthesis dataset with 1.9M reactions from patents (1976-2016). Predict the reactants needed to synthesize the given product. (1) Given the product [Cl:18][C:13]1[N:12]=[C:11]([C:4]2[CH:5]=[CH:6][CH:7]=[C:2]([Cl:1])[CH:3]=2)[N:16]=[C:15]([C:2]2[CH:3]=[CH:4][CH:5]=[C:6]([Cl:19])[CH:7]=2)[N:14]=1, predict the reactants needed to synthesize it. The reactants are: [Cl:1][C:2]1[CH:3]=[C:4]([Mg]Br)[CH:5]=[CH:6][CH:7]=1.Cl[C:11]1[N:16]=[C:15](Cl)[N:14]=[C:13]([Cl:18])[N:12]=1.[ClH:19]. (2) The reactants are: [NH:1]1[C:11]2[C:6](=[CH:7][CH:8]=[CH:9][CH:10]=2)[C:4](=[O:5])[C:2]1=O.O.[NH2:13][NH2:14]. Given the product [NH:1]1[C:11]2[C:6](=[CH:7][CH:8]=[CH:9][CH:10]=2)[C:4](=[O:5])[C:2]1=[N:13][NH2:14], predict the reactants needed to synthesize it. (3) Given the product [CH3:13][C:7]1([CH:6]=[CH:5][C:4]([OH:14])=[O:3])[CH2:12][CH2:11][O:10][CH2:9][CH2:8]1, predict the reactants needed to synthesize it. The reactants are: C([O:3][C:4](=[O:14])[CH:5]=[CH:6][C:7]1([CH3:13])[CH2:12][CH2:11][O:10][CH2:9][CH2:8]1)C. (4) The reactants are: C(O[B:5]1[O:9][C:8]([CH3:11])([CH3:10])[C:7]([CH3:13])([CH3:12])[O:6]1)(C)C.C([Li])CCC.[F:19][C:20]1[CH:21]=[C:22]([C:27]2([OH:33])[CH2:32][CH2:31][O:30][CH2:29][CH2:28]2)[CH:23]=[C:24]([F:26])[CH:25]=1. Given the product [F:26][C:24]1[CH:23]=[C:22]([C:27]2([OH:33])[CH2:32][CH2:31][O:30][CH2:29][CH2:28]2)[CH:21]=[C:20]([F:19])[C:25]=1[B:5]1[O:6][C:7]([CH3:12])([CH3:13])[C:8]([CH3:10])([CH3:11])[O:9]1, predict the reactants needed to synthesize it. (5) Given the product [O:1]=[C:2]([C:15]1[CH:20]=[CH:19][CH:18]=[CH:17][CH:16]=1)[CH2:3][NH:4][C:5]([C:7]1[C:11]([N+:12]([O-:14])=[O:13])=[CH:10][N:9]([CH:22]2[CH2:23][CH2:24][CH2:25][CH2:26][O:21]2)[N:8]=1)=[O:6], predict the reactants needed to synthesize it. The reactants are: [O:1]=[C:2]([C:15]1[CH:20]=[CH:19][CH:18]=[CH:17][CH:16]=1)[CH2:3][NH:4][C:5]([C:7]1[C:11]([N+:12]([O-:14])=[O:13])=[CH:10][NH:9][N:8]=1)=[O:6].[O:21]1[CH:26]=[CH:25][CH2:24][CH2:23][CH2:22]1.C1(C)C=CC(S(O)(=O)=O)=CC=1. (6) Given the product [F:1][C:32]1[CH:37]=[CH:36][C:35]([CH2:38][CH2:39][C:40]2[C:49]([CH3:50])=[C:48]([OH:51])[C:47]3[C:42](=[CH:43][CH:44]=[CH:45][CH:46]=3)[N:41]=2)=[CH:34][CH:33]=1, predict the reactants needed to synthesize it. The reactants are: [F-:1].[K+].C1N2CCOCCOCCN(CCOCCOCC2)CCOCCOC1.[N+]([C:32]1[CH:37]=[CH:36][C:35]([CH2:38][CH2:39][C:40]2[C:49]([CH3:50])=[C:48]([OH:51])[C:47]3[C:42](=[CH:43][CH:44]=[CH:45][CH:46]=3)[N:41]=2)=[CH:34][CH:33]=1)([O-])=O. (7) Given the product [CH2:12]([N:3]([CH2:1][CH3:2])[C:4]1[CH:11]=[CH:10][C:7]([C:8]([NH2:9])=[S:15])=[CH:6][CH:5]=1)[CH3:13], predict the reactants needed to synthesize it. The reactants are: [CH2:1]([N:3]([CH2:12][CH3:13])[C:4]1[CH:11]=[CH:10][C:7]([C:8]#[N:9])=[CH:6][CH:5]=1)[CH3:2].P12(SP3(SP(SP(S3)(S1)=S)(=S)S2)=S)=[S:15]. (8) Given the product [C:17]([CH2:16][N:13]1[C:12]2[CH:20]=[C:21]([F:24])[CH:22]=[CH:23][C:11]=2[O:10][C@H:9]([CH3:25])[C@H:8]([NH:7][C:6](=[O:26])[C:47]([CH3:48])([CH3:46])[C:51]([NH:53][CH2:54][C:55]([F:60])([F:61])[C:56]([F:59])([F:57])[F:58])=[O:52])[C:14]1=[O:15])(=[O:19])[NH2:18], predict the reactants needed to synthesize it. The reactants are: C(O[C:6](=[O:26])[NH:7][C@@H:8]1[C:14](=[O:15])[N:13]([CH2:16][C:17](=[O:19])[NH2:18])[C:12]2[CH:20]=[C:21]([F:24])[CH:22]=[CH:23][C:11]=2[O:10][C@@H:9]1[CH3:25])(C)(C)C.N[C@@H]1C(=O)N(CC(N)=O)C2C=C(F)C=CC=2O[C@@H]1C.[CH3:46][C:47](C)([C:51]([NH:53][CH2:54][C:55]([F:61])([F:60])[C:56]([F:59])([F:58])[F:57])=[O:52])[C:48](O)=O. (9) Given the product [CH3:16][O:15][C:9]1[CH:8]=[C:7]([C:5]2[N:6]=[C:2]([NH:1][C:17]([C:18]3[CH:26]=[CH:25][CH:24]=[CH:23][C:19]=3[C:20]([OH:22])=[O:21])=[O:27])[S:3][CH:4]=2)[CH:12]=[CH:11][C:10]=1[O:13][CH3:14], predict the reactants needed to synthesize it. The reactants are: [NH2:1][C:2]1[S:3][CH:4]=[C:5]([C:7]2[CH:12]=[CH:11][C:10]([O:13][CH3:14])=[C:9]([O:15][CH3:16])[CH:8]=2)[N:6]=1.[C:17]1(=[O:27])[O:22][C:20](=[O:21])[C:19]2=[CH:23][CH:24]=[CH:25][CH:26]=[C:18]12. (10) Given the product [CH3:10][O:11][C:12](=[O:21])[C:13]1[CH:18]=[CH:17][C:16]([CH2:19][N:1]([C:2]2[CH:7]=[CH:6][C:5]([OH:8])=[CH:4][C:3]=2[CH3:9])[CH3:32])=[CH:15][CH:14]=1, predict the reactants needed to synthesize it. The reactants are: [NH2:1][C:2]1[CH:7]=[CH:6][C:5]([OH:8])=[CH:4][C:3]=1[CH3:9].[CH3:10][O:11][C:12](=[O:21])[C:13]1[CH:18]=[CH:17][C:16]([CH:19]=O)=[CH:15][CH:14]=1.[B][B][B][B][B][B][B][B][B][B].[CH2:32]=O.